Dataset: Reaction yield outcomes from USPTO patents with 853,638 reactions. Task: Predict the reaction yield, written as a fraction of the theoretical maximum amount of product (1.0 means a 100% yield; for example, 0.34 means a 34% yield). (1) The reactants are [CH3:1][O:2][C:3]([CH:5]1[CH2:9][CH:8]([OH:10])[CH2:7][N:6]1[C:11](=[O:25])[CH:12]([NH:17][C:18]([O:20][C:21]([CH3:24])([CH3:23])[CH3:22])=[O:19])[C:13]([CH3:16])([CH3:15])[CH3:14])=[O:4].C1N=CN([C:31]([N:33]2[CH:37]=N[CH:35]=[CH:34]2)=[O:32])C=1.C1[C:46]2[C:41](=[CH:42][CH:43]=C[CH:45]=2)CN1. The catalyst is C(Cl)Cl. The product is [C:21]([O:20][C:18]([NH:17][CH:12]([C:13]([CH3:16])([CH3:15])[CH3:14])[C:11]([N:6]1[CH:5]([C:3]([O:2][CH3:1])=[O:4])[CH2:9][CH:8]([O:10][C:31]([N:33]2[CH2:34][C:35]3[C:43](=[CH:42][CH:41]=[CH:46][CH:45]=3)[CH2:37]2)=[O:32])[CH2:7]1)=[O:25])=[O:19])([CH3:24])([CH3:23])[CH3:22]. The yield is 0.660. (2) The reactants are Cl[C:2]1[C:7]([N+:8]([O-:10])=[O:9])=[CH:6][CH:5]=[CH:4][N:3]=1.[N:11]1[CH:16]=[CH:15][CH:14]=[CH:13][C:12]=1[NH2:17]. The catalyst is CN(C=O)C. The product is [N+:8]([C:7]1[C:2]([NH:17][C:12]2[CH:13]=[CH:14][CH:15]=[CH:16][N:11]=2)=[N:3][CH:4]=[CH:5][CH:6]=1)([O-:10])=[O:9]. The yield is 0.360. (3) The reactants are C([O:4][CH2:5][C:6]1[N:11]([C:12]2[CH:13]=[C:14]([CH:19]=[CH:20][CH:21]=2)[C:15]([O:17][CH3:18])=[O:16])[C:10](=[O:22])[C:9]([Br:23])=[C:8]([O:24][CH2:25][C:26]2[CH:31]=[CH:30][C:29]([F:32])=[CH:28][C:27]=2[F:33])[CH:7]=1)(=O)C.C([O-])([O-])=O.[K+].[K+]. The catalyst is CO.O. The product is [Br:23][C:9]1[C:10](=[O:22])[N:11]([C:12]2[CH:13]=[C:14]([CH:19]=[CH:20][CH:21]=2)[C:15]([O:17][CH3:18])=[O:16])[C:6]([CH2:5][OH:4])=[CH:7][C:8]=1[O:24][CH2:25][C:26]1[CH:31]=[CH:30][C:29]([F:32])=[CH:28][C:27]=1[F:33]. The yield is 0.930. (4) The reactants are [Cl:1][C:2]1[CH:3]=[C:4]2[C:9](=[CH:10][C:11]=1[F:12])[NH:8][C:7](=[O:13])[C:6](/[CH:14]=[N:15]/[S@@:16]([C:18]([CH3:21])([CH3:20])[CH3:19])=[O:17])=[CH:5]2.[CH2:22](Cl)Cl.C[Mg]Br. The catalyst is O. The product is [Cl:1][C:2]1[CH:3]=[C:4]2[C:9](=[CH:10][C:11]=1[F:12])[NH:8][C:7](=[O:13])[C:6]([C@H:14]([NH:15][S@@:16]([C:18]([CH3:21])([CH3:20])[CH3:19])=[O:17])[CH3:22])=[CH:5]2. The yield is 0.230. (5) The reactants are [Cl:1][CH2:2][C:3]1[CH:8]=[CH:7][N:6]=[C:5]([NH2:9])[CH:4]=1.[CH2:10](N=C=O)[CH3:11].C[N:16]([CH:18]=[O:19])C. The catalyst is CCOC(C)=O. The product is [Cl:1][CH2:2][C:3]1[CH:8]=[CH:7][N:6]=[C:5]([N:9]([CH2:10][CH3:11])[C:18]([NH2:16])=[O:19])[CH:4]=1. The yield is 0.730.